This data is from Forward reaction prediction with 1.9M reactions from USPTO patents (1976-2016). The task is: Predict the product of the given reaction. (1) The product is: [NH2:22][C:23]1[CH:28]=[C:27]([C:2]2[S:6][C:5]([C@@H:7]([OH:21])[C@@H:8]3[N:12]([CH3:13])[C:11](=[O:14])[CH2:10][C@@H:9]3[C:15]3[CH:20]=[CH:19][CH:18]=[CH:17][CH:16]=3)=[CH:4][CH:3]=2)[CH:26]=[CH:25][CH:24]=1.[F:32][C:33]1[CH:38]=[CH:37][C:36]([NH:39][C:40]([NH:22][C:23]2[CH:28]=[C:27]([C:2]3[S:6][C:5]([C@@H:7]([OH:21])[C@@H:8]4[N:12]([CH3:13])[C:11](=[O:14])[CH2:10][C@@H:9]4[C:15]4[CH:20]=[CH:19][CH:18]=[CH:17][CH:16]=4)=[CH:4][CH:3]=3)[CH:26]=[CH:25][CH:24]=2)=[O:41])=[CH:35][CH:34]=1. Given the reactants Br[C:2]1[S:6][C:5]([C@@H:7]([OH:21])[C@@H:8]2[N:12]([CH3:13])[C:11](=[O:14])[CH2:10][C@@H:9]2[C:15]2[CH:20]=[CH:19][CH:18]=[CH:17][CH:16]=2)=[CH:4][CH:3]=1.[NH2:22][C:23]1[CH:24]=[C:25](B(O)O)[CH:26]=[CH:27][CH:28]=1.[F:32][C:33]1[CH:38]=[CH:37][C:36]([N:39]=[C:40]=[O:41])=[CH:35][CH:34]=1.O, predict the reaction product. (2) Given the reactants [CH:1]1([CH2:7][O:8][CH2:9][CH2:10][CH2:11][CH2:12][CH2:13][CH2:14][C:15]2[CH:16]=[C:17]([CH:22]=[CH:23][CH:24]=2)/[C:18](=[N:20]/[OH:21])/[NH2:19])[CH2:6][CH2:5][CH2:4][CH2:3][CH2:2]1.[C:25]([C:27]1([C:30](O)=[O:31])[CH2:29][CH2:28]1)#[N:26], predict the reaction product. The product is: [C:25]([C:27]1([C:30]([O:21]/[N:20]=[C:18](\[NH2:19])/[C:17]2[CH:22]=[CH:23][CH:24]=[C:15]([CH2:14][CH2:13][CH2:12][CH2:11][CH2:10][CH2:9][O:8][CH2:7][CH:1]3[CH2:6][CH2:5][CH2:4][CH2:3][CH2:2]3)[CH:16]=2)=[O:31])[CH2:29][CH2:28]1)#[N:26]. (3) Given the reactants [N+:1]([C:4]1[CH:10]=[C:9]([C:11]#[C:12][Si](C)(C)C)[CH:8]=[CH:7][C:5]=1[NH2:6])([O-:3])=[O:2].C(Cl)Cl.C([O-])([O-])=O.[K+].[K+], predict the reaction product. The product is: [C:11]([C:9]1[CH:8]=[CH:7][C:5]([NH2:6])=[C:4]([N+:1]([O-:3])=[O:2])[CH:10]=1)#[CH:12].